This data is from Full USPTO retrosynthesis dataset with 1.9M reactions from patents (1976-2016). The task is: Predict the reactants needed to synthesize the given product. (1) Given the product [C:1]([O:5][C:6]([NH:8][C:9]1[CH:14]=[CH:13][C:12]([CH2:15][C:16]([NH2:23])=[O:17])=[C:11]([N+:19]([O-:21])=[O:20])[CH:10]=1)=[O:7])([CH3:4])([CH3:3])[CH3:2], predict the reactants needed to synthesize it. The reactants are: [C:1]([O:5][C:6]([NH:8][C:9]1[CH:14]=[CH:13][C:12]([CH2:15][C:16](O)=[O:17])=[C:11]([N+:19]([O-:21])=[O:20])[CH:10]=1)=[O:7])([CH3:4])([CH3:3])[CH3:2].C[N:23](C(ON1N=NC2C=CC(Cl)=CC1=2)=[N+](C)C)C.F[P-](F)(F)(F)(F)F.ClC1C=CC2N=NN(O)C=2C=1.C(N(C(C)C)CC)(C)C.C(=O)([O-])[O-].[Na+].[Na+]. (2) Given the product [S-2:1].[Na+:2].[Na+:2].[C:6]([O-:14])(=[S:1])[CH2:7][CH2:8][CH2:9][CH2:10][CH2:11][CH2:12][CH3:13].[Na+:2].[Cl-:15].[Na+:2], predict the reactants needed to synthesize it. The reactants are: [S-2:1].[Na+:2].[Na+].[SH-].[Na+].[C:6]([Cl:15])(=[O:14])[CH2:7][CH2:8][CH2:9][CH2:10][CH2:11][CH2:12][CH3:13]. (3) Given the product [CH3:3][C:4]1[N:5]([CH2:18][CH:19]([CH3:21])[CH3:20])[C:6]2[C:15]3[N:14]=[CH:13][CH:12]=[CH:11][C:10]=3[N:9]=[C:8]([NH2:2])[C:7]=2[N:17]=1, predict the reactants needed to synthesize it. The reactants are: [OH-].[NH4+:2].[CH3:3][C:4]1[N:5]([CH2:18][CH:19]([CH3:21])[CH3:20])[C:6]2[C:15]3[N:14]=[CH:13][CH:12]=[CH:11][C:10]=3[N+:9]([O-])=[CH:8][C:7]=2[N:17]=1.C1(S(Cl)(=O)=O)C=CC=CC=1.[OH-].[Na+]. (4) Given the product [NH2:43][C:4]1[C:13]2[C:8](=[C:9]([NH:14][C:15]([NH:17][CH2:18][C:19]3[CH:20]=[CH:21][C:22]([C:25]([F:27])([F:26])[F:28])=[CH:23][CH:24]=3)=[O:16])[CH:10]=[CH:11][CH:12]=2)[CH:7]=[CH:6][N:5]=1, predict the reactants needed to synthesize it. The reactants are: C([C:4]1[C:13]2[C:8](=[C:9]([NH:14][C:15]([NH:17][CH2:18][C:19]3[CH:24]=[CH:23][C:22]([C:25]([F:28])([F:27])[F:26])=[CH:21][CH:20]=3)=[O:16])[CH:10]=[CH:11][CH:12]=2)[CH:7]=[CH:6][N:5]=1)(O)=O.C1(P([N:43]=[N+]=[N-])(C2C=CC=CC=2)=O)C=CC=CC=1.C(N(CC)CC)C.O.